From a dataset of Full USPTO retrosynthesis dataset with 1.9M reactions from patents (1976-2016). Predict the reactants needed to synthesize the given product. Given the product [CH3:51][C:52]1[O:53][C:54]([C:59]2[CH2:63][C:62]([C:68]3[CH:73]=[C:72]([Cl:74])[C:71]([Cl:75])=[C:70]([Cl:76])[CH:69]=3)([C:64]([F:66])([F:65])[F:67])[O:61][N:60]=2)=[CH:55][C:56]=1[CH2:57][NH:58][C:6]([CH:3]1[CH2:4][CH2:5][O:1][CH2:2]1)=[O:8], predict the reactants needed to synthesize it. The reactants are: [O:1]1[CH2:5][CH2:4][CH:3]([C:6]([OH:8])=O)[CH2:2]1.C1CN([P+](ON2N=NC3C=CC=CC2=3)(N2CCCC2)N2CCCC2)CC1.F[P-](F)(F)(F)(F)F.CCN(C(C)C)C(C)C.[CH3:51][C:52]1[O:53][C:54]([C:59]2[CH2:63][C:62]([C:68]3[CH:73]=[C:72]([Cl:74])[C:71]([Cl:75])=[C:70]([Cl:76])[CH:69]=3)([C:64]([F:67])([F:66])[F:65])[O:61][N:60]=2)=[CH:55][C:56]=1[CH2:57][NH2:58].